The task is: Predict the reaction yield, written as a fraction of the theoretical maximum amount of product (1.0 means a 100% yield; for example, 0.34 means a 34% yield).. This data is from Reaction yield outcomes from USPTO patents with 853,638 reactions. (1) The reactants are [H-].[Na+].[CH2:3]([OH:10])[C:4]1[CH:9]=[CH:8][CH:7]=[CH:6][CH:5]=1.Cl[C:12]1[C:17]([S:18]([N:21]2[CH2:42][CH2:41][C:24]3([C:28](=[O:29])[N:27]([C:30]4[CH:35]=[CH:34][C:33]([O:36][C:37]([F:40])([F:39])[F:38])=[CH:32][CH:31]=4)[CH2:26][CH2:25]3)[CH2:23][CH2:22]2)(=[O:20])=[O:19])=[CH:16][CH:15]=[CH:14][N:13]=1. The catalyst is CN(C=O)C.C(OCC)(=O)C. The product is [CH2:3]([O:10][C:12]1[C:17]([S:18]([N:21]2[CH2:22][CH2:23][C:24]3([C:28](=[O:29])[N:27]([C:30]4[CH:31]=[CH:32][C:33]([O:36][C:37]([F:38])([F:39])[F:40])=[CH:34][CH:35]=4)[CH2:26][CH2:25]3)[CH2:41][CH2:42]2)(=[O:20])=[O:19])=[CH:16][CH:15]=[CH:14][N:13]=1)[C:4]1[CH:9]=[CH:8][CH:7]=[CH:6][CH:5]=1. The yield is 0.870. (2) The reactants are C([C:8]1[C:17](=[O:18])[C:16]2[C:11](=[CH:12][C:13]([Cl:19])=[CH:14][CH:15]=2)[O:10][C:9]=1[CH:20]([NH:24][CH2:25][CH2:26][NH:27][C:28](=O)[C:29]1[CH:34]=[CH:33][C:32]([CH3:35])=[CH:31][CH:30]=1)[CH:21]([CH3:23])[CH3:22])C1C=CC=CC=1.P(Cl)(Cl)(Cl)=O.[C:42]1([CH3:48])[CH:47]=[CH:46][CH:45]=[CH:44][CH:43]=1. No catalyst specified. The product is [CH2:48]([C:8]1[C:17](=[O:18])[C:16]2[C:11](=[CH:12][C:13]([Cl:19])=[CH:14][CH:15]=2)[O:10][C:9]=1[CH:20]([N:24]1[CH2:25][CH2:26][N:27]=[C:28]1[C:29]1[CH:34]=[CH:33][C:32]([CH3:35])=[CH:31][CH:30]=1)[CH:21]([CH3:23])[CH3:22])[C:42]1[CH:47]=[CH:46][CH:45]=[CH:44][CH:43]=1. The yield is 0.500. (3) The reactants are Cl.[CH:2]12[NH:9][CH:6]([CH2:7][CH2:8]1)[CH2:5][C:4](=[O:10])[CH2:3]2.C(N(CC)C(C)C)(C)C.[C:20]([O:24][C:25](O[C:25]([O:24][C:20]([CH3:23])([CH3:22])[CH3:21])=[O:26])=[O:26])([CH3:23])([CH3:22])[CH3:21]. The catalyst is O1CCOCC1.O. The product is [C:20]([O:24][C:25]([N:9]1[CH:6]2[CH2:7][CH2:8][CH:2]1[CH2:3][C:4](=[O:10])[CH2:5]2)=[O:26])([CH3:23])([CH3:22])[CH3:21]. The yield is 0.990. (4) The reactants are [CH3:1][C:2]1[CH:3]=[C:4]([O:20][Si](C(C)C)(C(C)C)C(C)C)[CH:5]=[C:6]([CH3:19])[C:7]=1[CH2:8][C:9]1[CH:14]=[CH:13][C:12]([F:15])=[C:11]([CH:16]([CH3:18])[CH3:17])[CH:10]=1.CCCC[N+](CCCC)(CCCC)CCCC.[F-]. The catalyst is C1COCC1.C(OCC)(=O)C. The product is [CH3:19][C:6]1[CH:5]=[C:4]([OH:20])[CH:3]=[C:2]([CH3:1])[C:7]=1[CH2:8][C:9]1[CH:14]=[CH:13][C:12]([F:15])=[C:11]([CH:16]([CH3:17])[CH3:18])[CH:10]=1. The yield is 0.610. (5) The reactants are Cl[C:2]1[C:11]2[C:6](=[CH:7][C:8]([O:20][CH3:21])=[CH:9][C:10]=2[O:12][CH:13]2[CH2:18][CH2:17][N:16]([CH3:19])[CH2:15][CH2:14]2)[N:5]=[CH:4][N:3]=1.[NH2:22][C:23]1[CH:24]=[C:25]2[C:29](=[CH:30][CH:31]=1)[NH:28][CH:27]=[C:26]2[Cl:32]. No catalyst specified. The product is [Cl:32][C:26]1[C:25]2[C:29](=[CH:30][CH:31]=[C:23]([NH:22][C:2]3[C:11]4[C:6](=[CH:7][C:8]([O:20][CH3:21])=[CH:9][C:10]=4[O:12][CH:13]4[CH2:18][CH2:17][N:16]([CH3:19])[CH2:15][CH2:14]4)[N:5]=[CH:4][N:3]=3)[CH:24]=2)[NH:28][CH:27]=1. The yield is 0.510. (6) The reactants are [CH3:1][O:2][CH:3](OC)[C:4]([O:6][CH3:7])=[O:5].C([Cl:13])(=O)C.[C:14]1([P:20]([C:27]2[CH:32]=[CH:31][CH:30]=[CH:29][CH:28]=2)[C:21]2[CH:26]=[CH:25][CH:24]=[CH:23][CH:22]=2)[CH:19]=[CH:18][CH:17]=[CH:16][CH:15]=1. The catalyst is II. The product is [Cl-:13].[CH3:1][O:2][CH:3]([P+:20]([C:21]1[CH:22]=[CH:23][CH:24]=[CH:25][CH:26]=1)([C:27]1[CH:32]=[CH:31][CH:30]=[CH:29][CH:28]=1)[C:14]1[CH:15]=[CH:16][CH:17]=[CH:18][CH:19]=1)[C:4]([O:6][CH3:7])=[O:5]. The yield is 0.880. (7) The reactants are [CH2:1]([C:3]1[N:4]([C:28]2[CH:33]=[CH:32][C:31]([OH:34])=[CH:30][CH:29]=2)[C:5](=[O:27])[C:6]([CH2:12][C:13]2[CH:18]=[CH:17][C:16]([C:19]3[C:20]([C:25]#[N:26])=[CH:21][CH:22]=[CH:23][CH:24]=3)=[CH:15][CH:14]=2)=[C:7]([CH2:9][CH2:10][CH3:11])[N:8]=1)[CH3:2].[Si]([O:42][C:43]([C@H:46]1[CH2:51][CH2:50][C@H:49](O)[CH2:48][CH2:47]1)([CH3:45])[CH3:44])(C(C)(C)C)(C)C.C1(P(C2C=CC=CC=2)C2C=CC=CC=2)C=CC=CC=1.[N:73]([C:74]([O:76]C(C)C)=[O:75])=[N:73][C:74]([O:76]C(C)C)=[O:75]. The catalyst is O1CCCC1.O.C(OCC)(=O)C. The product is [CH2:1]([C:3]1[N:4]([C:28]2[CH:33]=[CH:32][C:31]([O:34][C@H:49]3[CH2:48][CH2:47][C@@H:46]([C:43]([OH:42])([CH3:44])[CH3:45])[CH2:51][CH2:50]3)=[CH:30][CH:29]=2)[C:5](=[O:27])[C:6]([CH2:12][C:13]2[CH:18]=[CH:17][C:16]([C:19]3[CH:24]=[CH:23][CH:22]=[CH:21][C:20]=3[C:25]3[NH:73][C:74](=[O:75])[O:76][N:26]=3)=[CH:15][CH:14]=2)=[C:7]([CH2:9][CH2:10][CH3:11])[N:8]=1)[CH3:2]. The yield is 0.230.